Dataset: HIV replication inhibition screening data with 41,000+ compounds from the AIDS Antiviral Screen. Task: Binary Classification. Given a drug SMILES string, predict its activity (active/inactive) in a high-throughput screening assay against a specified biological target. The drug is CC(CC(=O)Nc1ccc(C)c(C)c1)=NN(c1ccccc1)c1ccccc1. The result is 0 (inactive).